Dataset: Catalyst prediction with 721,799 reactions and 888 catalyst types from USPTO. Task: Predict which catalyst facilitates the given reaction. (1) Product: [ClH:34].[ClH:34].[ClH:34].[C:35]([N:24]1[CH2:25][CH2:26][CH:21]([O:20][C:17]2[CH:18]=[CH:19][C:14]([N:13]([CH:27]([CH3:33])[C:28]([O:30][CH2:31][CH3:32])=[O:29])[CH2:12]/[CH:11]=[CH:10]/[C:6]3[CH:7]=[CH:8][CH:9]=[C:4]([C:1](=[NH:2])[NH2:3])[CH:5]=3)=[CH:15][CH:16]=2)[CH2:22][CH2:23]1)(=[NH:40])[CH3:36]. Reactant: [C:1]([C:4]1[CH:5]=[C:6](/[CH:10]=[CH:11]/[CH2:12][N:13]([CH:27]([CH3:33])[C:28]([O:30][CH2:31][CH3:32])=[O:29])[C:14]2[CH:19]=[CH:18][C:17]([O:20][CH:21]3[CH2:26][CH2:25][NH:24][CH2:23][CH2:22]3)=[CH:16][CH:15]=2)[CH:7]=[CH:8][CH:9]=1)(=[NH:3])[NH2:2].[ClH:34].[C:35](=[NH:40])(OCC)[CH3:36].C(N(CC)CC)C.Cl. The catalyst class is: 71. (2) Reactant: [CH:1]1[CH:6]=[CH:5][13C:4]([CH2:7][C@H:8]([NH2:12])[C:9]([OH:11])=[O:10])=[CH:3][CH:2]=1.[CH3:13][CH:14]([OH:117])[CH2:15][O:16][CH2:17][C@H:18]1[O:23][C@@H:22]2[O:24][C@H:25]3[C@H:30]([OH:31])[C@@H:29]([OH:32])[C@@H:28]([O:33][C@H:34]4[C@H:39]([OH:40])[C@@H:38]([OH:41])[C@@H:37]([O:42][C@H:43]5[C@H:48]([OH:49])[C@@H:47]([OH:50])[C@@H:46]([O:51][C@H:52]6[C@H:57]([OH:58])[C@@H:56]([OH:59])[C@@H:55]([O:60][C@H:61]7[C@H:66]([OH:67])[C@@H:65]([OH:68])[C@@H:64]([O:69][C@H:70]8[C@H:76]([OH:77])[C@@H:75]([OH:78])[C@@H:73]([O:74][C@H:19]1[C@H:20]([OH:116])[C@H:21]2[OH:115])[O:72][C@@H:71]8[CH2:79][O:80][CH2:81][CH:82]([OH:84])[CH3:83])[O:63][C@@H:62]7[CH2:85][O:86][CH2:87][CH:88]([OH:90])[CH3:89])[O:54][C@@H:53]6[CH2:91][O:92][CH2:93][CH:94]([OH:96])[CH3:95])[O:45][C@@H:44]5[CH2:97][O:98][CH2:99][CH:100]([OH:102])[CH3:101])[O:36][C@@H:35]4[CH2:103][O:104][CH2:105][CH:106]([OH:108])[CH3:107])[O:27][C@@H:26]3[CH2:109][O:110][CH2:111][CH:112]([OH:114])[CH3:113]. Product: [CH:1]1[CH:2]=[CH:3][13C:4]([CH2:7][C@H:8]([NH2:12])[C:9]([OH:11])=[O:10])=[CH:5][CH:6]=1.[CH3:83][CH:82]([OH:84])[CH2:81][O:80][CH2:79][C@H:71]1[O:72][C@@H:73]2[O:74][C@H:19]3[C@H:20]([OH:116])[C@@H:21]([OH:115])[C@@H:22]([O:24][C@H:25]4[C@H:30]([OH:31])[C@@H:29]([OH:32])[C@@H:28]([O:33][C@H:34]5[C@H:39]([OH:40])[C@@H:38]([OH:41])[C@@H:37]([O:42][C@H:43]6[C@H:48]([OH:49])[C@@H:47]([OH:50])[C@@H:46]([O:51][C@H:52]7[C@H:57]([OH:58])[C@@H:56]([OH:59])[C@@H:55]([O:60][C@H:61]8[C@H:66]([OH:67])[C@@H:65]([OH:68])[C@@H:64]([O:69][C@H:70]1[C@H:76]([OH:77])[C@H:75]2[OH:78])[O:63][C@@H:62]8[CH2:85][O:86][CH2:87][CH:88]([OH:90])[CH3:89])[O:54][C@@H:53]7[CH2:91][O:92][CH2:93][CH:94]([OH:96])[CH3:95])[O:45][C@@H:44]6[CH2:97][O:98][CH2:99][CH:100]([OH:102])[CH3:101])[O:36][C@@H:35]5[CH2:103][O:104][CH2:105][CH:106]([OH:108])[CH3:107])[O:27][C@@H:26]4[CH2:109][O:110][CH2:111][CH:112]([OH:114])[CH3:113])[O:23][C@@H:18]3[CH2:17][O:16][CH2:15][CH:14]([OH:117])[CH3:13]. The catalyst class is: 6. (3) Reactant: [CH3:1][C:2]1([CH2:6][OH:7])[CH2:5][O:4][CH2:3]1.[H-].[Na+].[Br:10][C:11]1[CH:12]=[CH:13][C:14](F)=[C:15]([CH:18]=1)[C:16]#[N:17].O. Product: [Br:10][C:11]1[CH:12]=[CH:13][C:14]([O:7][CH2:6][C:2]2([CH3:1])[CH2:5][O:4][CH2:3]2)=[C:15]([CH:18]=1)[C:16]#[N:17]. The catalyst class is: 9.